Dataset: Reaction yield outcomes from USPTO patents with 853,638 reactions. Task: Predict the reaction yield, written as a fraction of the theoretical maximum amount of product (1.0 means a 100% yield; for example, 0.34 means a 34% yield). (1) The reactants are CS(C)=O.C(Cl)(=O)C(Cl)=O.[OH:11][CH2:12][CH2:13][C@H:14]1[CH2:19][CH2:18][C@H:17]([NH:20][C:21](=[O:23])[CH3:22])[CH2:16][CH2:15]1.CCN(CC)CC. The catalyst is C(Cl)Cl.O.C(Cl)Cl.CO. The product is [O:11]=[CH:12][CH2:13][C@H:14]1[CH2:19][CH2:18][C@H:17]([NH:20][C:21](=[O:23])[CH3:22])[CH2:16][CH2:15]1. The yield is 0.810. (2) The reactants are [C:1]([C:4]1[CH:9]=[CH:8][CH:7]=[CH:6][N:5]=1)(=O)[CH3:2].[C:10]1([C@H:16]([NH2:18])[CH3:17])[CH:15]=[CH:14][CH:13]=[CH:12][CH:11]=1.C(O)=O. The catalyst is CO. The product is [C:10]1([C@H:16]([NH:18][C@@H:1]([C:4]2[CH:9]=[CH:8][CH:7]=[CH:6][N:5]=2)[CH3:2])[CH3:17])[CH:15]=[CH:14][CH:13]=[CH:12][CH:11]=1. The yield is 0.980.